From a dataset of M1 muscarinic receptor agonist screen with 61,833 compounds. Binary Classification. Given a drug SMILES string, predict its activity (active/inactive) in a high-throughput screening assay against a specified biological target. (1) The molecule is Clc1c(sc2c1cccc2)c1n2CCCc2nn1. The result is 0 (inactive). (2) The drug is OC1(c2c(N(C1=O)CC(OC)=O)cccc2)CC(=O)c1ccccc1. The result is 0 (inactive). (3) The compound is S(c1n(Cc2ccccc2)c(nn1)c1occc1)Cc1ccccc1. The result is 0 (inactive). (4) The compound is Clc1ccc(c2n(N)c(SCC(=O)NC3CCCCC3)nn2)cc1. The result is 0 (inactive). (5) The drug is o1c2nc(c3c(CCCC3)c2c2ncnc(OC)c12)CC(C)C. The result is 0 (inactive). (6) The molecule is O=C1N(CC(C1)C(=O)Nc1cc(OCC)ccc1)C. The result is 0 (inactive). (7) The drug is O(CC(=O)N1CCCCC1)c1ccc(c2nnc(N3CCCCC3)c3c2cccc3)cc1. The result is 0 (inactive). (8) The compound is Clc1ccc(CNC(=O)c2sc3nc4sccn4c3c2)cc1. The result is 0 (inactive).